From a dataset of Reaction yield outcomes from USPTO patents with 853,638 reactions. Predict the reaction yield, written as a fraction of the theoretical maximum amount of product (1.0 means a 100% yield; for example, 0.34 means a 34% yield). (1) The reactants are Br[CH:2]([CH3:11])[CH2:3][CH2:4][C:5]1[CH:10]=[CH:9][CH:8]=[CH:7][CH:6]=1.[CH3:12][C:13]1[C:18]([CH3:19])=[CH:17][C:16]([NH2:20])=[C:15]([NH2:21])[CH:14]=1.C(=O)(O)[O-].[Na+]. The catalyst is [I-].C([N+](CCCC)(CCCC)CCCC)CCC.C1(C)C=CC=CC=1. The product is [CH3:12][C:13]1[CH:14]=[C:15]([NH2:21])[C:16]([NH:20][CH:2]([CH3:11])[CH2:3][CH2:4][C:5]2[CH:10]=[CH:9][CH:8]=[CH:7][CH:6]=2)=[CH:17][C:18]=1[CH3:19]. The yield is 0.230. (2) The reactants are [C:1]([O:5][C:6]([N:8]([CH2:19][CH2:20][C:21]1[CH:26]=[CH:25][C:24]([N+:27]([O-])=O)=[CH:23][CH:22]=1)[CH2:9][C:10]1[CH:15]=[CH:14][C:13]([N+:16]([O-])=O)=[CH:12][CH:11]=1)=[O:7])([CH3:4])([CH3:3])[CH3:2].[H][H]. The catalyst is C1(C)C=CC=CC=1.[Pt].[C]. The product is [C:1]([O:5][C:6]([N:8]([CH2:19][CH2:20][C:21]1[CH:26]=[CH:25][C:24]([NH2:27])=[CH:23][CH:22]=1)[CH2:9][C:10]1[CH:15]=[CH:14][C:13]([NH2:16])=[CH:12][CH:11]=1)=[O:7])([CH3:4])([CH3:2])[CH3:3]. The yield is 0.890. (3) The reactants are [CH2:1]([O:8][C:9]1[CH:27]=[CH:26][C:12]([C:13]([O:15][C:16]2[CH:21]=[CH:20][C:19]([CH:22]=O)=[C:18]([O:24][CH3:25])[CH:17]=2)=[O:14])=[CH:11][CH:10]=1)[CH2:2][CH2:3][CH2:4][CH2:5][CH2:6][CH3:7].Cl.[NH2:29][CH2:30][C:31]([O:33][C:34]([CH3:37])([CH3:36])[CH3:35])=[O:32].S([O-])([O-])(=O)=O.[Mg+2].[BH4-].[Na+]. The catalyst is C(OCC)C.C1COCC1.CO. The product is [CH2:1]([O:8][C:9]1[CH:27]=[CH:26][C:12]([C:13]([O:15][C:16]2[CH:21]=[CH:20][C:19]([CH2:22][NH:29][CH2:30][C:31]([O:33][C:34]([CH3:37])([CH3:36])[CH3:35])=[O:32])=[C:18]([O:24][CH3:25])[CH:17]=2)=[O:14])=[CH:11][CH:10]=1)[CH2:2][CH2:3][CH2:4][CH2:5][CH2:6][CH3:7]. The yield is 0.580. (4) The reactants are Br[C:2]1[C:3]([CH3:22])=[C:4]([CH3:21])[C:5]2[O:9][CH2:8][CH:7]([C:10]3[CH:15]=[CH:14][C:13]([CH:16]([CH3:18])[CH3:17])=[CH:12][CH:11]=3)[C:6]=2[C:19]=1[CH3:20].[CH2:23]([NH2:30])[C:24]1[CH:29]=[CH:28][CH:27]=[CH:26][CH:25]=1.CC(C)([O-])C.[Na+].O. The catalyst is C1(C)C=CC=CC=1.C([O-])(=O)C.[Pd+2].C([O-])(=O)C.C1C=CC(P(C2C(C3C(P(C4C=CC=CC=4)C4C=CC=CC=4)=CC=C4C=3C=CC=C4)=C3C(C=CC=C3)=CC=2)C2C=CC=CC=2)=CC=1. The product is [CH2:23]([NH:30][C:2]1[C:3]([CH3:22])=[C:4]([CH3:21])[C:5]2[O:9][CH2:8][CH:7]([C:10]3[CH:15]=[CH:14][C:13]([CH:16]([CH3:18])[CH3:17])=[CH:12][CH:11]=3)[C:6]=2[C:19]=1[CH3:20])[C:24]1[CH:29]=[CH:28][CH:27]=[CH:26][CH:25]=1. The yield is 0.910. (5) The reactants are Br[C:2]1[CH:3]=[N:4][CH:5]=[C:6]([C:8]2[CH:13]=[CH:12][CH:11]=[CH:10][N:9]=2)[CH:7]=1.[Br-].[N:15]1C=CC=C[C:16]=1[Zn+]. The catalyst is C1COCC1.C1C=CC([P]([Pd]([P](C2C=CC=CC=2)(C2C=CC=CC=2)C2C=CC=CC=2)([P](C2C=CC=CC=2)(C2C=CC=CC=2)C2C=CC=CC=2)[P](C2C=CC=CC=2)(C2C=CC=CC=2)C2C=CC=CC=2)(C2C=CC=CC=2)C2C=CC=CC=2)=CC=1. The product is [C:16]([C:2]1[CH:3]=[N:4][CH:5]=[C:6]([C:8]2[CH:13]=[CH:12][CH:11]=[CH:10][N:9]=2)[CH:7]=1)#[N:15]. The yield is 0.500. (6) The reactants are [CH3:1][O:2][C:3]1[CH:31]=[C:30]([O:32][CH3:33])[CH:29]=[CH:28][C:4]=1[CH2:5][N:6]1[C:14](=[O:15])[C:13]2[C:12]([NH:16][C:17]3[CH:18]=[C:19]([CH3:23])[CH:20]=[CH:21][CH:22]=3)=[N:11][C:10](S(C)(=O)=O)=[N:9][C:8]=2[CH2:7]1.[NH2:34][CH2:35][CH2:36][NH:37][C:38](=[O:44])[O:39][C:40]([CH3:43])([CH3:42])[CH3:41].CCN(CC)CC.Cl. The catalyst is CC(N(C)C)=O. The product is [CH3:1][O:2][C:3]1[CH:31]=[C:30]([O:32][CH3:33])[CH:29]=[CH:28][C:4]=1[CH2:5][N:6]1[C:14](=[O:15])[C:13]2[C:12]([NH:16][C:17]3[CH:18]=[C:19]([CH3:23])[CH:20]=[CH:21][CH:22]=3)=[N:11][C:10]([NH:34][CH2:35][CH2:36][NH:37][C:38](=[O:44])[O:39][C:40]([CH3:42])([CH3:41])[CH3:43])=[N:9][C:8]=2[CH2:7]1. The yield is 0.670.